This data is from Catalyst prediction with 721,799 reactions and 888 catalyst types from USPTO. The task is: Predict which catalyst facilitates the given reaction. (1) Reactant: C(OC(=O)[N:7]([CH2:26][C:27]1[CH:32]=[CH:31][CH:30]=[CH:29][CH:28]=1)[CH:8]1[CH2:11][N:10]([S:12]([C:15]2[CH:20]=[CH:19][C:18]([NH:21][CH2:22][CH2:23][CH2:24][CH3:25])=[CH:17][CH:16]=2)(=[O:14])=[O:13])[CH2:9]1)(C)(C)C.FC(F)(F)C(O)=O. Product: [CH2:26]([NH:7][CH:8]1[CH2:11][N:10]([S:12]([C:15]2[CH:16]=[CH:17][C:18]([NH:21][CH2:22][CH2:23][CH2:24][CH3:25])=[CH:19][CH:20]=2)(=[O:14])=[O:13])[CH2:9]1)[C:27]1[CH:32]=[CH:31][CH:30]=[CH:29][CH:28]=1. The catalyst class is: 4. (2) Reactant: F[P-](F)(F)(F)(F)F.N1(OC(N(C)C)=[N+](C)C)C2N=CC=CC=2N=N1.[Cl:25][C:26]1[C:27]([C:32]([OH:34])=O)=[N:28][CH:29]=[CH:30][CH:31]=1.C(N(C(C)C)CC)(C)C.[NH2:44][C:45]1[N:49]([C:50]2[CH:55]=[CH:54][C:53]([F:56])=[CH:52][CH:51]=2)[N:48]=[CH:47][C:46]=1[C:57]([NH:59][CH2:60][C:61]([CH2:67][NH:68][CH2:69][CH3:70])([OH:66])[C:62]([F:65])([F:64])[F:63])=[O:58]. Product: [NH2:44][C:45]1[N:49]([C:50]2[CH:51]=[CH:52][C:53]([F:56])=[CH:54][CH:55]=2)[N:48]=[CH:47][C:46]=1[C:57]([NH:59][CH2:60][C:61]([OH:66])([C:62]([F:65])([F:64])[F:63])[CH2:67][N:68]([CH2:69][CH3:70])[C:32]([C:27]1[C:26]([Cl:25])=[CH:31][CH:30]=[CH:29][N:28]=1)=[O:34])=[O:58]. The catalyst class is: 9. (3) Reactant: [CH3:1][C:2]1[C:6]([C:7]([OH:9])=O)=[CH:5][N:4]([CH:10]([C:12]2[CH:17]=[CH:16][CH:15]=[CH:14][CH:13]=2)[CH3:11])[N:3]=1.C1C=C2N=NN(O)C2=CC=1.N.C(N(CC)CC)C.[NH2:36][CH2:37][C:38]1[C:39]([OH:46])=[N:40][C:41]([CH3:45])=[CH:42][C:43]=1[CH3:44]. Product: [OH:46][C:39]1[C:38]([CH2:37][NH:36][C:7]([C:6]2[C:2]([CH3:1])=[N:3][N:4]([CH:10]([C:12]3[CH:17]=[CH:16][CH:15]=[CH:14][CH:13]=3)[CH3:11])[CH:5]=2)=[O:9])=[C:43]([CH3:44])[CH:42]=[C:41]([CH3:45])[N:40]=1. The catalyst class is: 229. (4) Reactant: [CH3:1][O:2][C:3]1[CH:8]=[CH:7][C:6]([C:9]#[C:10][CH2:11][CH2:12][C:13]2[CH:18]=[CH:17][C:16]([CH2:19][C:20]([O:22][CH3:23])=[O:21])=[CH:15][CH:14]=2)=[CH:5][CH:4]=1. Product: [CH3:1][O:2][C:3]1[CH:4]=[CH:5][C:6]([CH2:9][CH2:10][CH2:11][CH2:12][C:13]2[CH:14]=[CH:15][C:16]([CH2:19][C:20]([O:22][CH3:23])=[O:21])=[CH:17][CH:18]=2)=[CH:7][CH:8]=1. The catalyst class is: 19. (5) Reactant: [NH:1]([C:14]([O:16][C:17]([CH3:20])([CH3:19])[CH3:18])=[O:15])[C@H:2]([C:7]([O:9][C:10]([CH3:13])([CH3:12])[CH3:11])=[O:8])[CH2:3][C:4](=O)[OH:5].CN1CCOCC1.ClC(OCC(C)C)=O.[BH4-].[Na+]. Product: [C:17]([O:16][C:14]([NH:1][C@H:2]([C:7]([O:9][C:10]([CH3:13])([CH3:12])[CH3:11])=[O:8])[CH2:3][CH2:4][OH:5])=[O:15])([CH3:19])([CH3:20])[CH3:18]. The catalyst class is: 149. (6) The catalyst class is: 16. Product: [Cl:1][C:2]1[CH:10]=[CH:9][C:8]([C:11]2[C:12]([C@@H:19]([NH:29][C:30](=[O:46])[CH2:31][N:32]3[C:36]4[C:37]([F:41])([F:42])[C@@H:38]5[CH2:40][C@@H:39]5[C:35]=4[C:34]([CH:43]([F:44])[F:45])=[N:33]3)[CH2:20][C:21]3[CH:22]=[C:23]([F:28])[CH:24]=[C:25]([F:27])[CH:26]=3)=[N:13][CH:14]=[C:15]([CH:16]=2)[C:17]([NH2:18])=[O:54])=[C:7]2[C:3]=1[C:4]([NH:48][S:49]([CH3:52])(=[O:50])=[O:51])=[N:5][N:6]2[CH3:47]. Reactant: [Cl:1][C:2]1[CH:10]=[CH:9][C:8]([C:11]2[C:12]([C@@H:19]([NH:29][C:30](=[O:46])[CH2:31][N:32]3[C:36]4[C:37]([F:42])([F:41])[C@@H:38]5[CH2:40][C@@H:39]5[C:35]=4[C:34]([CH:43]([F:45])[F:44])=[N:33]3)[CH2:20][C:21]3[CH:26]=[C:25]([F:27])[CH:24]=[C:23]([F:28])[CH:22]=3)=[N:13][CH:14]=[C:15]([C:17]#[N:18])[CH:16]=2)=[C:7]2[C:3]=1[C:4]([NH:48][S:49]([CH3:52])(=[O:51])=[O:50])=[N:5][N:6]2[CH3:47].C([O-])([O-])=[O:54].[K+].[K+].OO.